Dataset: Peptide-MHC class II binding affinity with 134,281 pairs from IEDB. Task: Regression. Given a peptide amino acid sequence and an MHC pseudo amino acid sequence, predict their binding affinity value. This is MHC class II binding data. (1) The peptide sequence is SSCEVALSYYPTPLA. The MHC is HLA-DQA10501-DQB10201 with pseudo-sequence HLA-DQA10501-DQB10201. The binding affinity (normalized) is 0.158. (2) The peptide sequence is YDKFLANCSTVLTGK. The MHC is DRB1_1001 with pseudo-sequence DRB1_1001. The binding affinity (normalized) is 0.554. (3) The peptide sequence is LQGPFNFRFLTEKGMKNVFDDVVPEKYTIG. The MHC is DRB1_0901 with pseudo-sequence DRB1_0901. The binding affinity (normalized) is 0.448. (4) The peptide sequence is IPYCNYSKYWYLNHT. The MHC is DRB1_0101 with pseudo-sequence DRB1_0101. The binding affinity (normalized) is 0.602. (5) The peptide sequence is SQDLELSWVLNGLQAY. The MHC is HLA-DQA10101-DQB10501 with pseudo-sequence HLA-DQA10101-DQB10501. The binding affinity (normalized) is 0.714. (6) The peptide sequence is KPLLIIAEDVEGEY. The MHC is H-2-IAd with pseudo-sequence H-2-IAd. The binding affinity (normalized) is 0.228. (7) The peptide sequence is TGSDGKTTWCSQTDY. The MHC is H-2-IAb with pseudo-sequence H-2-IAb. The binding affinity (normalized) is 0. (8) The peptide sequence is CRTFFLTQGALLNDKHSNGTVK. The MHC is DRB1_0401 with pseudo-sequence DRB1_0401. The binding affinity (normalized) is 0.0478. (9) The peptide sequence is GELQISDKIDAAFKI. The binding affinity (normalized) is 0.583. The MHC is DRB1_1201 with pseudo-sequence DRB1_1201. (10) The peptide sequence is EQISVLRKAFDAFDR. The MHC is HLA-DPA10103-DPB10401 with pseudo-sequence HLA-DPA10103-DPB10401. The binding affinity (normalized) is 0.240.